This data is from Full USPTO retrosynthesis dataset with 1.9M reactions from patents (1976-2016). The task is: Predict the reactants needed to synthesize the given product. (1) The reactants are: [NH2:1][C:2]1[CH:7]=[CH:6][C:5]([Cl:8])=[CH:4][C:3]=1[C:9]([C:11]1[CH:12]=[N:13][CH:14]=[CH:15][CH:16]=1)=[O:10].[C:17]([C:21]1[CH:26]=[CH:25][C:24]([S:27](Cl)(=[O:29])=[O:28])=[CH:23][CH:22]=1)([CH3:20])([CH3:19])[CH3:18]. Given the product [C:17]([C:21]1[CH:26]=[CH:25][C:24]([S:27]([NH:1][C:2]2[CH:7]=[CH:6][C:5]([Cl:8])=[CH:4][C:3]=2[C:9]([C:11]2[CH:12]=[N:13][CH:14]=[CH:15][CH:16]=2)=[O:10])(=[O:29])=[O:28])=[CH:23][CH:22]=1)([CH3:20])([CH3:18])[CH3:19], predict the reactants needed to synthesize it. (2) The reactants are: C([O:3][C:4](=[O:34])[CH2:5][C:6]1[C:14]2[C:9](=[CH:10][CH:11]=[C:12]([F:15])[CH:13]=2)[N:8]([CH2:16][C:17]2[CH:22]=[CH:21][CH:20]=[CH:19][C:18]=2[S:23]([C:26]2[CH:31]=[CH:30][C:29]([F:32])=[CH:28][CH:27]=2)(=[O:25])=[O:24])[C:7]=1[CH3:33])C.[OH-].[Li+].Cl. Given the product [F:15][C:12]1[CH:13]=[C:14]2[C:9](=[CH:10][CH:11]=1)[N:8]([CH2:16][C:17]1[CH:22]=[CH:21][CH:20]=[CH:19][C:18]=1[S:23]([C:26]1[CH:31]=[CH:30][C:29]([F:32])=[CH:28][CH:27]=1)(=[O:24])=[O:25])[C:7]([CH3:33])=[C:6]2[CH2:5][C:4]([OH:34])=[O:3], predict the reactants needed to synthesize it. (3) Given the product [C:6]([O:9][CH2:10][C:11]1[N:20]([CH2:21][C:22]2[CH:27]=[CH:26][C:25]([Cl:28])=[CH:24][CH:23]=2)[C:18](=[O:19])[N:17]=[C:14]([S:15][CH3:16])[N:13]=1)(=[O:8])[CH3:7], predict the reactants needed to synthesize it. The reactants are: P(Cl)(Cl)(Cl)=O.[C:6]([O:9][CH2:10][C:11]([N:13]=[C:14]([NH:17][C:18]([NH:20][CH2:21][C:22]1[CH:27]=[CH:26][C:25]([Cl:28])=[CH:24][CH:23]=1)=[O:19])[S:15][CH3:16])=O)(=[O:8])[CH3:7]. (4) Given the product [Br:1][C:2]1[CH:3]=[C:4]2[C:8](=[CH:9][CH:10]=1)[NH:7][C:6](=[O:11])/[C:5]/2=[CH:22]\[C:21]1[NH:20][C:19]2[CH2:24][CH2:25][CH2:26][CH2:27][CH2:28][C:18]=2[C:17]=1[CH2:16][CH2:15][CH2:14][N:13]([CH3:29])[CH3:12], predict the reactants needed to synthesize it. The reactants are: [Br:1][C:2]1[CH:3]=[C:4]2[C:8](=[CH:9][CH:10]=1)[NH:7][C:6](=[O:11])[CH2:5]2.[CH3:12][N:13]([CH3:29])[CH2:14][CH2:15][CH2:16][C:17]1[C:18]2[CH2:28][CH2:27][CH2:26][CH2:25][CH2:24][C:19]=2[NH:20][C:21]=1[CH:22]=O.N1CCCCC1. (5) Given the product [CH2:1]([O:3][C:4]1[CH:9]=[CH:8][C:7]([C:10]#[C:11][C:12]2[CH:13]=[CH:14][C:15]([CH2:18][CH:19]([N:21]3[CH2:29][C:30]([CH3:35])([CH3:34])[C:31]3=[O:32])[CH3:20])=[CH:16][CH:17]=2)=[CH:6][CH:5]=1)[CH3:2], predict the reactants needed to synthesize it. The reactants are: [CH2:1]([O:3][C:4]1[CH:9]=[CH:8][C:7]([C:10]#[C:11][C:12]2[CH:17]=[CH:16][C:15]([CH2:18][CH:19]([NH2:21])[CH3:20])=[CH:14][CH:13]=2)=[CH:6][CH:5]=1)[CH3:2].C([O-])([O-])=O.[K+].[K+].Cl[CH2:29][C:30]([CH3:35])([CH3:34])[C:31](Cl)=[O:32]. (6) Given the product [CH3:16][C:17]1[S:18][C:19]([C:28]([N:2]2[CH2:3][CH:4]3[CH:9]([CH2:8][CH2:7][CH2:6][CH2:5]3)[CH:1]2[CH2:10][C:11]([O:13][CH2:14][CH3:15])=[O:12])=[O:29])=[C:20]([C:22]2[CH:27]=[CH:26][CH:25]=[CH:24][CH:23]=2)[N:21]=1, predict the reactants needed to synthesize it. The reactants are: [CH:1]1([CH2:10][C:11]([O:13][CH2:14][CH3:15])=[O:12])[CH:9]2[CH:4]([CH2:5][CH2:6][CH2:7][CH2:8]2)[CH2:3][NH:2]1.[CH3:16][C:17]1[S:18][C:19]([C:28](O)=[O:29])=[C:20]([C:22]2[CH:27]=[CH:26][CH:25]=[CH:24][CH:23]=2)[N:21]=1. (7) Given the product [CH3:1][O:2][C:3]([C:5]1[O:6][C:7]([C:10]2[CH:15]=[CH:14][CH:13]=[C:12]([NH:16][N:18]=[C:24]3[C:25](=[O:38])[N:26]([C:28]4[CH:37]=[CH:36][C:35]5[CH2:34][CH2:33][CH2:32][CH2:31][C:30]=5[CH:29]=4)[N:27]=[C:23]3[CH3:22])[C:11]=2[OH:17])=[CH:8][CH:9]=1)=[O:4], predict the reactants needed to synthesize it. The reactants are: [CH3:1][O:2][C:3]([C:5]1[O:6][C:7]([C:10]2[CH:15]=[CH:14][CH:13]=[C:12]([NH2:16])[C:11]=2[OH:17])=[CH:8][CH:9]=1)=[O:4].[N:18]([O-])=O.[Na+].[CH3:22][C:23]1[CH2:24][C:25](=[O:38])[N:26]([C:28]2[CH:37]=[CH:36][C:35]3[CH2:34][CH2:33][CH2:32][CH2:31][C:30]=3[CH:29]=2)[N:27]=1.C(=O)(O)[O-].[Na+]. (8) Given the product [F:1][C:2]1[CH:3]=[C:4]2[C:9](=[C:10]([N:12]3[CH2:17][CH2:16][N:15]([CH:31]4[CH2:30][CH2:29][N:28]([C:26]5[CH:25]=[CH:24][CH:23]=[C:22]6[C:27]=5[N:18]=[CH:19][CH:20]=[CH:21]6)[CH2:33][CH2:32]4)[CH2:14][CH2:13]3)[CH:11]=1)[N:8]=[CH:7][CH:6]=[CH:5]2, predict the reactants needed to synthesize it. The reactants are: [F:1][C:2]1[CH:3]=[C:4]2[C:9](=[C:10]([N:12]3[CH2:17][CH2:16][NH:15][CH2:14][CH2:13]3)[CH:11]=1)[N:8]=[CH:7][CH:6]=[CH:5]2.[N:18]1[C:27]2[C:22](=[CH:23][CH:24]=[CH:25][C:26]=2[N:28]2[CH2:33][CH2:32][C:31](=O)[CH2:30][CH2:29]2)[CH:21]=[CH:20][CH:19]=1.C(O[BH-](OC(=O)C)OC(=O)C)(=O)C.[Na+].C(O)(=O)C. (9) Given the product [Cl:16][C:17]1[CH:23]=[CH:22][C:20]([S:1][CH2:2][C:3]([O:5][CH2:6][CH3:7])=[O:4])=[C:19]([S:24][C:25]2[CH:30]=[CH:29][C:28]([S:31]([CH2:34][CH3:35])(=[O:32])=[O:33])=[CH:27][C:26]=2[Cl:36])[CH:18]=1, predict the reactants needed to synthesize it. The reactants are: [SH:1][CH2:2][C:3]([O:5][CH2:6][CH3:7])=[O:4].C(ON=O)CC(C)C.[Cl:16][C:17]1[CH:23]=[CH:22][C:20](N)=[C:19]([S:24][C:25]2[CH:30]=[CH:29][C:28]([S:31]([CH2:34][CH3:35])(=[O:33])=[O:32])=[CH:27][C:26]=2[Cl:36])[CH:18]=1.